This data is from Reaction yield outcomes from USPTO patents with 853,638 reactions. The task is: Predict the reaction yield, written as a fraction of the theoretical maximum amount of product (1.0 means a 100% yield; for example, 0.34 means a 34% yield). (1) The yield is 0.130. The reactants are Br[C:2]1[CH:3]=[CH:4][C:5]([O:10][CH:11]([CH3:13])[CH3:12])=[C:6]([CH:9]=1)[C:7]#[N:8].[CH3:14][C:15]1([CH3:31])[C:19]([CH3:21])([CH3:20])[O:18][B:17]([B:17]2[O:18][C:19]([CH3:21])([CH3:20])[C:15]([CH3:31])([CH3:14])[O:16]2)[O:16]1.C([O-])(=O)C.[K+].C(Cl)Cl. The product is [CH:11]([O:10][C:5]1[CH:4]=[CH:3][C:2]([B:17]2[O:18][C:19]([CH3:21])([CH3:20])[C:15]([CH3:31])([CH3:14])[O:16]2)=[CH:9][C:6]=1[C:7]#[N:8])([CH3:13])[CH3:12]. The catalyst is O1CCOCC1. (2) The reactants are [F:1][C:2]1[CH:7]=[CH:6][CH:5]=[C:4]([C:8]2[CH:13]=[CH:12][C:11]([O:14][CH2:15][CH:16]3[CH2:21][CH2:20][N:19]([CH2:22][C:23]([F:26])([CH3:25])[CH3:24])[CH2:18][CH2:17]3)=[CH:10][CH:9]=2)[C:3]=1[C:27]([N:29]1[CH2:33][C@H:32]([OH:34])[CH2:31][C@H:30]1[C:35]([OH:37])=O)=[O:28].[Cl-].[NH4+].C(Cl)CCl.C1C=CC2N(O)N=[N:50]C=2C=1.CCN(C(C)C)C(C)C. The catalyst is CN(C=O)C. The product is [F:1][C:2]1[CH:7]=[CH:6][CH:5]=[C:4]([C:8]2[CH:13]=[CH:12][C:11]([O:14][CH2:15][CH:16]3[CH2:21][CH2:20][N:19]([CH2:22][C:23]([F:26])([CH3:25])[CH3:24])[CH2:18][CH2:17]3)=[CH:10][CH:9]=2)[C:3]=1[C:27]([N:29]1[CH2:33][C@H:32]([OH:34])[CH2:31][C@H:30]1[C:35]([NH2:50])=[O:37])=[O:28]. The yield is 0.150. (3) The reactants are Cl.[NH2:2][CH2:3][C:4]1[CH:12]=[CH:11][CH:10]=[C:9]2[C:5]=1[C:6](=[O:22])[N:7]([CH:14]1[CH2:19][CH2:18][C:17](=[O:20])[NH:16][C:15]1=[O:21])[C:8]2=[O:13].N12CCCN=C1CCCCC2.ON1C2C=CC=CC=2N=N1.[S:44]1[CH:48]=[CH:47][C:46]([CH2:49][C:50](O)=[O:51])=[CH:45]1.Cl.CN(C)CCCN=C=NCC. The catalyst is C(#N)C. The product is [O:21]=[C:15]1[CH:14]([N:7]2[C:6](=[O:22])[C:5]3[C:9](=[CH:10][CH:11]=[CH:12][C:4]=3[CH2:3][NH:2][C:50](=[O:51])[CH2:49][C:46]3[CH:47]=[CH:48][S:44][CH:45]=3)[C:8]2=[O:13])[CH2:19][CH2:18][C:17](=[O:20])[NH:16]1. The yield is 0.800. (4) The reactants are [CH2:1]1[O:11][C:4]2([CH2:9][CH2:8][C:7](=O)[CH2:6][CH2:5]2)[O:3][CH2:2]1.[F:12][C:13]1[CH:18]=[CH:17][C:16]([Mg]Br)=[CH:15][CH:14]=1. The catalyst is C1COCC1. The product is [F:12][C:13]1[CH:18]=[CH:17][C:16]([C:7]2[CH2:8][CH2:9][C:4]3([O:11][CH2:1][CH2:2][O:3]3)[CH2:5][CH:6]=2)=[CH:15][CH:14]=1. The yield is 0.750. (5) The reactants are [CH2:1]([NH:3][CH2:4][CH2:5][OH:6])[CH3:2].Cl[CH2:8][CH2:9][O:10][C:11]1[CH:20]=[CH:19][CH:18]=[C:17]2[C:12]=1[C:13]([NH:21][C:22]1[CH:27]=[CH:26][C:25]([O:28][CH2:29][C:30]3[CH:35]=[CH:34][CH:33]=[CH:32][N:31]=3)=[C:24]([Cl:36])[CH:23]=1)=[N:14][CH:15]=[N:16]2. The product is [Cl:36][C:24]1[CH:23]=[C:22]([NH:21][C:13]2[C:12]3[C:17](=[CH:18][CH:19]=[CH:20][C:11]=3[O:10][CH2:9][CH2:8][N:3]([CH2:1][CH3:2])[CH2:4][CH2:5][OH:6])[N:16]=[CH:15][N:14]=2)[CH:27]=[CH:26][C:25]=1[O:28][CH2:29][C:30]1[CH:35]=[CH:34][CH:33]=[CH:32][N:31]=1. No catalyst specified. The yield is 0.380.